From a dataset of Reaction yield outcomes from USPTO patents with 853,638 reactions. Predict the reaction yield, written as a fraction of the theoretical maximum amount of product (1.0 means a 100% yield; for example, 0.34 means a 34% yield). (1) The reactants are [CH2:1]([O:8][C:9]([NH:11][C@@H:12]([CH2:16][CH3:17])[C:13]([OH:15])=[O:14])=[O:10])[C:2]1[CH:7]=[CH:6][CH:5]=[CH:4][CH:3]=1.[CH3:18]O. The catalyst is C1(C)C=CC=CC=1. The product is [CH2:1]([O:8][C:9]([NH:11][C@@H:12]([CH2:16][CH3:17])[C:13]([O:15][CH3:18])=[O:14])=[O:10])[C:2]1[CH:3]=[CH:4][CH:5]=[CH:6][CH:7]=1. The yield is 0.480. (2) The reactants are [NH2:1][CH2:2][CH2:3][N:4]1[CH2:9][CH2:8][O:7][CH2:6][CH2:5]1.CN(C=O)C.[CH3:15][O:16][C:17]1[CH:22]=[CH:21][C:20]([C:23]2[C:36](=[O:37])[C:35]3[C:26](=[C:27]([O:38][CH2:39][CH2:40][CH3:41])[CH:28]=[C:29]4[C:34]=3[O:33][CH2:32][CH2:31][CH2:30]4)[N:25]([CH2:42][C:43](O)=[O:44])[CH:24]=2)=[CH:19][CH:18]=1.F[P-](F)(F)(F)(F)F.N1(OC(N(C)C)=[N+](C)C)C2N=CC=CC=2N=N1. The catalyst is C(N(CC)CC)C. The product is [CH3:15][O:16][C:17]1[CH:18]=[CH:19][C:20]([C:23]2[C:36](=[O:37])[C:35]3[C:26](=[C:27]([O:38][CH2:39][CH2:40][CH3:41])[CH:28]=[C:29]4[C:34]=3[O:33][CH2:32][CH2:31][CH2:30]4)[N:25]([CH2:42][C:43]([NH:1][CH2:2][CH2:3][N:4]3[CH2:9][CH2:8][O:7][CH2:6][CH2:5]3)=[O:44])[CH:24]=2)=[CH:21][CH:22]=1. The yield is 0.160. (3) The reactants are C([N:8]1[CH2:14][C:13]2[N:15]=[CH:16][C:17]([N:19]3[CH:23]=[CH:22][N:21]=[C:20]3[CH3:24])=[N:18][C:12]=2[O:11][CH2:10][CH2:9]1)C1C=CC=CC=1.[ClH:25]. The catalyst is CO.[OH-].[OH-].[Pd+2]. The product is [ClH:25].[CH3:24][C:20]1[N:19]([C:17]2[CH:16]=[N:15][C:13]3[CH2:14][NH:8][CH2:9][CH2:10][O:11][C:12]=3[N:18]=2)[CH:23]=[CH:22][N:21]=1. The yield is 0.610. (4) The yield is 0.400. The product is [Cl:24][C:23]1[C:17]2[S:16][C:15]([C:3]3[CH:4]=[CH:5][S:1][CH:2]=3)=[N:19][C:18]=2[CH:20]=[CH:21][C:22]=1[F:25]. The catalyst is C1(C)C=CC=CC=1.C(O)C.C1C=CC(P(C2C=CC=CC=2)[C-]2C=CC=C2)=CC=1.C1C=CC(P(C2C=CC=CC=2)[C-]2C=CC=C2)=CC=1.Cl[Pd]Cl.[Fe+2].O.ClCCl. The reactants are [S:1]1[CH:5]=[CH:4][C:3](B(O)O)=[CH:2]1.C(=O)([O-])O.[Na+].Br[C:15]1[S:16][C:17]2[C:23]([Cl:24])=[C:22]([F:25])[CH:21]=[CH:20][C:18]=2[N:19]=1.BrC1SC2C=C(F)C(Cl)=CC=2N=1. (5) The reactants are OS(O)(=O)=O.[CH3:6][C:7](O)([CH3:11])[CH2:8][CH2:9][OH:10].[C:13](#[N:15])[CH3:14]. No catalyst specified. The product is [CH3:14][C:13]1[O:10][CH2:9][CH2:8][C:7]([CH3:11])([CH3:6])[N:15]=1. The yield is 0.500. (6) The reactants are [CH2:1]([C:4]([C:11]1[CH:16]=[CH:15][C:14]([C:17]2[NH:18][C:19]3[CH:25]=[C:24]([C:26]#[N:27])[C:23]([C:28]#[N:29])=[CH:22][C:20]=3[N:21]=2)=[CH:13][CH:12]=1)([CH2:8][CH:9]=[CH2:10])[CH2:5][CH:6]=[CH2:7])[CH:2]=[CH2:3].[CH2:30]1[CH2:40]CN2C(=NCCC2)C[CH2:31]1.ICCC. The catalyst is CN1C(=O)CCC1.C(OCC)(=O)C. The product is [CH2:1]([C:4]([C:11]1[CH:16]=[CH:15][C:14]([C:17]2[N:21]([CH2:31][CH2:30][CH3:40])[C:20]3[CH:22]=[C:23]([C:28]#[N:29])[C:24]([C:26]#[N:27])=[CH:25][C:19]=3[N:18]=2)=[CH:13][CH:12]=1)([CH2:8][CH:9]=[CH2:10])[CH2:5][CH:6]=[CH2:7])[CH:2]=[CH2:3]. The yield is 0.620. (7) The reactants are B(F)(F)F.CCOCC.[C:10]([CH2:12][C:13]1([N:32]2[CH:36]=[C:35]([C:37]3[C:38]4[CH:45]=[CH:44][N:43](COCC[Si](C)(C)C)[C:39]=4[N:40]=[CH:41][N:42]=3)[CH:34]=[N:33]2)[CH2:16][N:15]([C:17]2[N:18]=[CH:19][C:20]([C:23]([NH:25][C@@H:26]([CH3:31])[C:27]([F:30])([F:29])[F:28])=[O:24])=[N:21][CH:22]=2)[CH2:14]1)#[N:11].[OH-].[NH4+].C([O-])(O)=O.[Na+]. The catalyst is C(#N)C.O. The product is [C:10]([CH2:12][C:13]1([N:32]2[CH:36]=[C:35]([C:37]3[C:38]4[CH:45]=[CH:44][NH:43][C:39]=4[N:40]=[CH:41][N:42]=3)[CH:34]=[N:33]2)[CH2:16][N:15]([C:17]2[N:18]=[CH:19][C:20]([C:23]([NH:25][C@@H:26]([CH3:31])[C:27]([F:28])([F:29])[F:30])=[O:24])=[N:21][CH:22]=2)[CH2:14]1)#[N:11]. The yield is 0.510.